From a dataset of CYP2D6 inhibition data for predicting drug metabolism from PubChem BioAssay. Regression/Classification. Given a drug SMILES string, predict its absorption, distribution, metabolism, or excretion properties. Task type varies by dataset: regression for continuous measurements (e.g., permeability, clearance, half-life) or binary classification for categorical outcomes (e.g., BBB penetration, CYP inhibition). Dataset: cyp2d6_veith. (1) The compound is COc1ccccc1NC(=O)Cn1cncc1-c1ccc([N+](=O)[O-])cc1. The result is 0 (non-inhibitor). (2) The compound is COc1ccc(C2C(=O)c3ccccc3C2=Nc2ccc(Br)cc2)cc1. The result is 0 (non-inhibitor). (3) The drug is CC1CN(C(=S)NC(=O)c2ccc([N+](=O)[O-])cc2)CC(C)O1. The result is 0 (non-inhibitor). (4) The drug is C[C@@]1(C(=O)O)NCCc2cc(O)c(O)cc21. The result is 0 (non-inhibitor). (5) The compound is CCN(CC)C(=O)C1CCCN(c2ccc([N+](=O)[O-])cc2/C=N/NC(=O)c2ccc([N+](=O)[O-])cc2)C1. The result is 0 (non-inhibitor).